Dataset: Forward reaction prediction with 1.9M reactions from USPTO patents (1976-2016). Task: Predict the product of the given reaction. Given the reactants [CH3:1][CH:2]1[CH2:7][C@H:6]([OH:8])[C@@H:5]([CH:9]([CH3:11])[CH3:10])[CH2:4][CH2:3]1.[O:12]=[C:13]1[CH:18]([C:19](OCC)=[O:20])[CH2:17][CH2:16][CH2:15][NH:14]1, predict the reaction product. The product is: [O:12]=[C:13]1[CH:18]([C:19]([O:8][C@H:6]2[CH2:7][C@@H:2]([CH3:1])[CH2:3][CH2:4][C@@H:5]2[CH:9]([CH3:11])[CH3:10])=[O:20])[CH2:17][CH2:16][CH2:15][NH:14]1.